From a dataset of Reaction yield outcomes from USPTO patents with 853,638 reactions. Predict the reaction yield, written as a fraction of the theoretical maximum amount of product (1.0 means a 100% yield; for example, 0.34 means a 34% yield). (1) The product is [Br:1][C:2]1[CH:3]=[C:4]2[C:9](=[CH:10][CH:11]=1)[N:8]=[C:7]([C:12]([N:24]([O:25][CH3:26])[CH3:23])=[O:14])[CH:6]=[CH:5]2. The reactants are [Br:1][C:2]1[CH:3]=[C:4]2[C:9](=[CH:10][CH:11]=1)[N:8]=[C:7]([C:12]([OH:14])=O)[CH:6]=[CH:5]2.C(N(CC)CC)C.Cl.[CH3:23][NH:24][O:25][CH3:26].CN(C(ON1N=NC2C=CC=CC1=2)=[N+](C)C)C.F[P-](F)(F)(F)(F)F. The catalyst is CN(C=O)C. The yield is 0.920. (2) The yield is 0.811. The reactants are [CH2:1]([N:5]1[C:10](=[O:11])[C:9]([CH2:12]OS(C)(=O)=O)=[CH:8][C:7]([C:18]2[CH:23]=[CH:22][CH:21]=[CH:20][CH:19]=2)=[N:6]1)[CH:2]([CH3:4])[CH3:3].[CH3:24][NH:25][CH3:26]. No catalyst specified. The product is [CH3:24][N:25]([CH2:12][C:9]1[C:10](=[O:11])[N:5]([CH2:1][CH:2]([CH3:4])[CH3:3])[N:6]=[C:7]([C:18]2[CH:23]=[CH:22][CH:21]=[CH:20][CH:19]=2)[CH:8]=1)[CH3:26].